From a dataset of Human Reference Interactome with 51,813 positive PPI pairs across 8,248 proteins, plus equal number of experimentally-validated negative pairs. Binary Classification. Given two protein amino acid sequences, predict whether they physically interact or not. (1) Protein 1 (ENSG00000129515) has sequence MMEGLDDGPDFLSEEDRGLKAINVDLQSDAALQVDISDALSERDKVKFTVHTKSSLPNFKQNEFSVVRQHEEFIWLHDSFVENEDYAGYIIPPAPPRPDFDASREKLQKLGEGEGSMTKEEFTKMKQELEAEYLAIFKKTVAMHEVFLCRVAAHPILRRDLNFHVFLEYNQDLSVRGKNKKEKLEDFFKNMVKSADGVIVSGVKDVDDFFEHERTFLLEYHNRVKDASAKSDRMTRSHKSAADDYNRIGSSLYALGTQDSTDICKFFLKVSELFDKTRKIEARVSADEDLKLSDLLKYYL.... Protein 2 (ENSG00000205302) has sequence MAAEREPPPLGDGKPTDFEDLEDGEDLFTSTVSTLESSPSSPEPASLPAEDISANSNGPKPTEVVLDDDREDLFAEATEEVSLDSPEREPILSSEPSPAVTPVTPTTLIAPRIESKSMSAPVIFDRSREEIEEEANGDIFDIEIGVSDPEKVGDGMNAYMAYRVTTKTSLSMFSKSEFSVKRRFSDFLGLHSKLASKYLHVGYIVPPAPEKSIVGMTKVKVGKEDSSSTEFVEKRRAALERYLQRTVKHPTLLQDPDLRQFLESSELPRAVNTQALSGAGILRMVNKAADAVNKMTIKMN.... Result: 1 (the proteins interact). (2) Protein 1 (ENSG00000171053) has sequence MDKSLLLELPILLCCFRALSGSLSMRNDAVNEIVAVKNNFPVIEIVQCRMCHLQFPGEKCSRGRGICTATTEEACMVGRMFKRDGNPWLTFMGCLKNCADVKGIRWSVYLVNFRCCRSHDLCNEDL*MDKSLLLELPILLCCFRALSGSLSMRNDAVIEIVQCRMCHLQFPGEKCSRGRGICTATTEEACMVGRMFKRDGNPWLTFMGCLKNCADVKGIRWSVYLVNFRCCRSHDLCNEDL*. Protein 2 (ENSG00000106733) has sequence MGKRRHRRGNVISCVTNSGKTTLAKNLQKHLPNCSVISQDDFFKPESEIETDKNGFLQYDVLEALNMEKMMSAISCWMESARHSVVSTDQESAEEIPILIIEGFLLFNYKPLDTIWNRSYFLTIPYEECKRRRSTRVYQPPDSPGYFDGHVWPMYLKYRQEMQDITWEVVYLDGTKSEEDLFLQVYEDLIQELAKQKCLQVTA*MKTFIIGISGVTNSGKTTLAKNLQKHLPNCSVISQDDFFKPESEIETDKNGFLQYDVLEALNMEKMMSAISCWMESARHSVVSTDQESAEEIPILI.... Result: 0 (the proteins do not interact). (3) Protein 1 (ENSG00000130518) has sequence MTLQGRADLSGNQGNAAGRLATVHEPVVTQWAVHPPAPAHPSLLDKMEKAPPQPQHEGLKSKEHLPQQPAEGKTASRRVPRLRAVVESQAFKNILVDEMDMMHARAATLIQANWRGYWLRQKLISQMMAAKAIQEAWRRFNKRHILHSSKSLVKKTRAEEGDIPYHAPQQVRFQHPEENRLLSPPIMVNKETQFPSCDNLVLCRPQSSPLLQPPAAQGTPEPCVQGPHAARVRGLAFLPHQTVTIRFPCPVSLDAKCQPCLLTRTIRSTCLVHIEGDSVKTKRVSARTNKARAPETPLSR.... Protein 2 (ENSG00000143079) has sequence MNLEKLSKPELLTLFSILEGELEARDLVIEALKAQHRDTFIEERYGKYNISDPLMALQRDFETLKEKNDGEKQPVCTNPLSILKVVMKQCKNMQERMLSQLAAAESRHRKVILDLEEERQRHAQDTAEGDDVTYMLEKERERLTQQLEFEKSQVKKFEKEQKKLSSQLEEERSRHKQLSSMLVLECKKATNKAAEEGQKAGELSLKLEKEKSRVSKLEEELAAERKRGLQTEAQVEKQLSEFDIEREQLRAKLNREENRTKTLKEEMESLKKIVKDLEASHQHSSPNEQLKKPVTVSKGT.... Result: 0 (the proteins do not interact). (4) Protein 2 (ENSG00000143028) has sequence MSSTESAGRTADKSPRQQVDRLLVGLRWRRLEEPLGFIKVLQWLFAIFAFGSCGSYSGETGAMVRCNNEAKDVSSIIVAFGYPFRLHRIQYEMPLCDEESSSKTMHLMGDFSAPAEFFVTLGIFSFFYTMAALVIYLRFHNLYTENKRFPLVDFCVTVSFTFFWLVAAAAWGKGLTDVKGATRPSSLTAAMSVCHGEEAVCSAGATPSMGLANISVLFGFINFFLWAGNCWFVFKETPWHGQGQGQDQDQDQDQGQGPSQESAAEQGAVEKQ*. Protein 1 (ENSG00000102934) has sequence MAEFPSKVSTRTSSPAQGAEASVSALRPDLGFVRSRLGALMLLQLVLGLLVWALIADTPYHLYPAYGWVMFVAVFLWLVTIVLFNLYLFQLHMKLYMVPWPLVLMIFNISATVLYITAFIACSAAVDLTSLRGTRPYNQRAAASFFACLVMIAYGVSAFFSYQAWRGVGSNAATSQMAGGYA*MAEFPSKVSTRTSSPAQGAEASVSALRPDLGFVRSRLGALMLLQLLMIFNISATVLYITAFIACSAAVDLTSLRGTRPYNQRAAASFFACLVMIAYGVSAFFSYQAWRGVGSNAATS.... Result: 1 (the proteins interact). (5) Protein 1 (ENSG00000076242) has sequence MSFVAGVIRRLDETVVNRIAAGEVIQRPANAIKEMIENCLDAKSTSIQVIVKEGGLKLIQIQDNGTGIRKEDLDIVCERFTTSKLQSFEDLASISTYGFRGEALASISHVAHVTITTKTADGKCAYRASYSDGKLKAPPKPCAGNQGTQITVEDLFYNIATRRKALKNPSEEYGKILEVVGRYSVHNAGISFSVKKQGETVADVRTLPNASTVDNIRSIFGNAVSRELIEIGCEDKTLAFKMNGYISNANYSVKKCIFLLFINHRLVESTSLRKAIETVYAAYLPKNTHPFLYLSLEISP.... Protein 2 (ENSG00000147231) has sequence MSGESGQPEAGPSHAGLDWPNPERNRAGVPGGVIRRAGSQGPRSWIQKVLEQIMDSPRQCVTPSEVVPVTVLAVQRYLLEDEPRDTVPKPPLYCYDVTISDGVYQEKCYLDPSLNSLVYQNILKVGIQMRISRVSCLYNEKRIGQGILCIDNVHCGETSDSISLETPFRNRAHQEKPERPLRGGKSHYLALWNNEDPYGDIWLTDKQPEEHNFSDTKIISLSHLEMTWTNRRNFPALLVRILHKSKLRYYGKPDKKMIEPYQTFLEVADSSGTVSVIMWNALCPEWYKSLRVGLVLLLQD.... Result: 1 (the proteins interact).